Dataset: Forward reaction prediction with 1.9M reactions from USPTO patents (1976-2016). Task: Predict the product of the given reaction. The product is: [CH3:21][C:22]1[CH:31]=[CH:30][C:25]([CH2:26][CH2:27][N:28]2[C:5]([C:7]3[CH:17]=[CH:16][C:10]4[O:11][CH2:12][C:13](=[O:15])[NH:14][C:9]=4[CH:8]=3)=[CH:4][C:3]([C:2]([F:20])([F:19])[F:1])=[N:29]2)=[CH:24][CH:23]=1. Given the reactants [F:1][C:2]([F:20])([F:19])[C:3](=O)[CH2:4][C:5]([C:7]1[CH:17]=[CH:16][C:10]2[O:11][CH2:12][C:13](=[O:15])[NH:14][C:9]=2[CH:8]=1)=O.[CH3:21][C:22]1[CH:31]=[CH:30][C:25]([CH2:26][CH2:27][NH:28][NH2:29])=[CH:24][CH:23]=1, predict the reaction product.